This data is from Peptide-MHC class I binding affinity with 185,985 pairs from IEDB/IMGT. The task is: Regression. Given a peptide amino acid sequence and an MHC pseudo amino acid sequence, predict their binding affinity value. This is MHC class I binding data. The peptide sequence is HLPRELIF. The MHC is Mamu-B17 with pseudo-sequence Mamu-B17. The binding affinity (normalized) is 0.287.